From a dataset of Reaction yield outcomes from USPTO patents with 853,638 reactions. Predict the reaction yield, written as a fraction of the theoretical maximum amount of product (1.0 means a 100% yield; for example, 0.34 means a 34% yield). (1) The reactants are C[C:2]([O-:5])([CH3:4])C.[K+].[C:7]([O:11][C:12](=[O:24])[NH:13][C@H:14]([C:19]1[O:20][CH:21]=[CH:22][CH:23]=1)[C@H:15]([CH3:18])[CH:16]=O)([CH3:10])([CH3:9])[CH3:8].C1C[O:28][CH2:27][CH2:26]1. No catalyst specified. The product is [CH2:27]([O:28][C:2](=[O:5])[CH:4]=[CH:16][C@@H:15]([CH3:18])[C@H:14]([NH:13][C:12]([O:11][C:7]([CH3:10])([CH3:9])[CH3:8])=[O:24])[C:19]1[O:20][CH:21]=[CH:22][CH:23]=1)[CH3:26]. The yield is 0.900. (2) The reactants are ClC(Cl)(Cl)[C:3]([C:5]1[N:6]([CH2:10][C:11](=[O:22])[C:12]2[CH:17]=[CH:16][C:15]([C:18]([F:21])([F:20])[F:19])=[CH:14][N:13]=2)[CH:7]=[CH:8][CH:9]=1)=[O:4].[OH-:25].[Na+].Cl.[CH3:28]O. The product is [O:22]=[C:11]([C:12]1[CH:17]=[CH:16][C:15]([C:18]([F:21])([F:20])[F:19])=[CH:14][N:13]=1)[CH2:10][N:6]1[CH:7]=[CH:8][CH:9]=[C:5]1[C:3]([O:4][CH3:28])=[O:25]. The catalyst is O. The yield is 1.00. (3) The reactants are [Cl:1][C:2]1[CH:11]=[C:10]([Cl:12])[C:5]([C:6]([O:8][CH3:9])=[O:7])=[C:4]([N+:13]([O-])=O)[C:3]=1[O:16][CH3:17]. The catalyst is C(O)(=O)C.[Fe]. The product is [NH2:13][C:4]1[C:3]([O:16][CH3:17])=[C:2]([Cl:1])[CH:11]=[C:10]([Cl:12])[C:5]=1[C:6]([O:8][CH3:9])=[O:7]. The yield is 0.970. (4) The reactants are [CH2:1]([O:3][C:4]([C:6]1[C:10]([CH2:11][CH2:12][CH2:13][N:14]([CH3:16])[CH3:15])=[CH:9][NH:8][C:7]=1[CH3:17])=[O:5])[CH3:2].O=P(Cl)(Cl)Cl.CN([CH:26]=[O:27])C. No catalyst specified. The product is [CH2:1]([O:3][C:4]([C:6]1[C:10]([CH2:11][CH2:12][CH2:13][N:14]([CH3:16])[CH3:15])=[C:9]([CH:26]=[O:27])[NH:8][C:7]=1[CH3:17])=[O:5])[CH3:2]. The yield is 0.960. (5) The reactants are [C:1](=[O:18])([O:10][N:11]1[C:15](=[O:16])[CH2:14][CH2:13][C:12]1=[O:17])ON1C(=O)CCC1=O.[C:19]([NH:29][CH:30]([CH2:34][CH2:35][CH2:36][CH3:37])C(O)=O)(=[O:28])[CH2:20][CH2:21][C:22]1[CH:27]=[CH:26][CH:25]=[CH:24][CH:23]=1.N1C=CC=CC=1.C(OCC)(=O)C. The catalyst is C(#N)C. The product is [CH2:13]1[C:12](=[O:17])[N:11]([O:10][C:1]([CH2:37][CH2:36][CH2:35][CH2:34][CH2:30][NH:29][C:19]([CH2:20][CH2:21][C:22]2[CH:27]=[CH:26][CH:25]=[CH:24][CH:23]=2)=[O:28])=[O:18])[C:15](=[O:16])[CH2:14]1. The yield is 0.720. (6) The reactants are [CH2:1]([C@@H:3]1[C@@H:7](OS(C2C=CC(C)=CC=2)(=O)=O)[CH2:6][N:5]([C:19]([O:21][CH2:22][C:23]2[CH:28]=[CH:27][CH:26]=[CH:25][CH:24]=2)=[O:20])[CH2:4]1)[CH3:2].[N-:29]=[N+:30]=[N-:31].[Na+]. The catalyst is CN(C=O)C.O.C(OCC)(=O)C.O. The product is [N:29]([C@H:7]1[C@@H:3]([CH2:1][CH3:2])[CH2:4][N:5]([C:19]([O:21][CH2:22][C:23]2[CH:28]=[CH:27][CH:26]=[CH:25][CH:24]=2)=[O:20])[CH2:6]1)=[N+:30]=[N-:31]. The yield is 1.00.